The task is: Predict the reactants needed to synthesize the given product.. This data is from Full USPTO retrosynthesis dataset with 1.9M reactions from patents (1976-2016). (1) Given the product [C:17]([C:14]1[CH:15]=[CH:16][C:11]([C:10]([NH:9][C:6]2[C:5]([NH:22][C:29](=[O:30])[C:28]3[CH:32]=[CH:33][C:25]([O:24][CH3:23])=[CH:26][CH:27]=3)=[CH:4][C:3]([O:2][CH3:1])=[CH:8][CH:7]=2)=[O:21])=[CH:12][CH:13]=1)([CH3:18])([CH3:19])[CH3:20], predict the reactants needed to synthesize it. The reactants are: [CH3:1][O:2][C:3]1[CH:4]=[C:5]([NH2:22])[C:6]([NH:9][C:10](=[O:21])[C:11]2[CH:16]=[CH:15][C:14]([C:17]([CH3:20])([CH3:19])[CH3:18])=[CH:13][CH:12]=2)=[CH:7][CH:8]=1.[CH3:23][O:24][C:25]1[CH:33]=[CH:32][C:28]([C:29](Cl)=[O:30])=[CH:27][CH:26]=1. (2) The reactants are: [C:1]1([Mg]Cl)[CH:6]=[CH:5][CH:4]=[CH:3][CH:2]=1.[Cl-].C1([Zn+])C=CC=CC=1.[CH3:17][O:18][C:19]1[CH:26]=[CH:25][C:22](C#N)=[CH:21][CH:20]=1.CCCCCCCCCCCCC. Given the product [C:1]1([C:22]2[CH:25]=[CH:26][C:19]([O:18][CH3:17])=[CH:20][CH:21]=2)[CH:6]=[CH:5][CH:4]=[CH:3][CH:2]=1, predict the reactants needed to synthesize it.